From a dataset of Full USPTO retrosynthesis dataset with 1.9M reactions from patents (1976-2016). Predict the reactants needed to synthesize the given product. Given the product [CH3:20][O:19][CH:3]([O:2][CH3:1])[C:4]1[CH:5]=[CH:6][C:7]([C:10](=[O:18])[C:11]([C:12]2[CH:17]=[CH:16][CH:15]=[CH:14][CH:13]=2)=[CH:23][N:24]([CH3:26])[CH3:25])=[CH:8][CH:9]=1, predict the reactants needed to synthesize it. The reactants are: [CH3:1][O:2][CH:3]([O:19][CH3:20])[C:4]1[CH:9]=[CH:8][C:7]([C:10](=[O:18])[CH2:11][C:12]2[CH:17]=[CH:16][CH:15]=[CH:14][CH:13]=2)=[CH:6][CH:5]=1.CO[CH:23](OC)[N:24]([CH3:26])[CH3:25].